This data is from Catalyst prediction with 721,799 reactions and 888 catalyst types from USPTO. The task is: Predict which catalyst facilitates the given reaction. (1) Reactant: Br.[CH2:2]1[C:11]2[C:6](=[CH:7][C:8]([OH:12])=[CH:9][CH:10]=2)[CH2:5][CH2:4][NH:3]1.[C:13]([O:17][C:18]([CH3:21])([CH3:20])[CH3:19])(=[O:16])[CH:14]=[CH2:15].C(N(C(C)C)C(C)C)C. Product: [OH:12][C:8]1[CH:7]=[C:6]2[C:11](=[CH:10][CH:9]=1)[CH2:2][N:3]([CH2:15][CH2:14][C:13]([O:17][C:18]([CH3:21])([CH3:20])[CH3:19])=[O:16])[CH2:4][CH2:5]2. The catalyst class is: 5. (2) Product: [F:10][C:11]1[CH:16]=[CH:15][CH:14]=[CH:13][C:12]=1[CH2:17][C:18]([CH:20]1[CH2:21][CH2:22][N:23]([CH2:2][C:3]2[NH:4][C:5](=[O:8])[NH:6][N:7]=2)[CH2:24][CH2:25]1)=[O:19]. Reactant: Cl[CH2:2][C:3]1[NH:4][C:5](=[O:8])[NH:6][N:7]=1.Cl.[F:10][C:11]1[CH:16]=[CH:15][CH:14]=[CH:13][C:12]=1[CH2:17][C:18]([CH:20]1[CH2:25][CH2:24][NH:23][CH2:22][CH2:21]1)=[O:19].C(=O)([O-])[O-].[K+].[K+].C(#N)C. The catalyst class is: 84. (3) Reactant: [N:1]1([CH2:7]/[CH:8]=[CH:9]/[C:10]([OH:12])=O)[CH2:6][CH2:5][CH2:4][CH2:3][CH2:2]1.C(Cl)(=O)C([Cl:16])=O. Product: [N:1]1([CH2:7]/[CH:8]=[CH:9]/[C:10]([Cl:16])=[O:12])[CH2:6][CH2:5][CH2:4][CH2:3][CH2:2]1. The catalyst class is: 59. (4) Reactant: [OH:1][CH2:2][C:3]([CH3:29])([CH3:28])[CH2:4][NH:5][C:6]([C:8]1[C:16]2[C:11](=[N:12][CH:13]=[C:14]([CH:17]3[CH2:19][CH2:18]3)[N:15]=2)[N:10]([CH2:20][O:21][CH2:22][CH2:23][Si:24]([CH3:27])([CH3:26])[CH3:25])[CH:9]=1)=[O:7].C(N(CC)C(C)C)(C)C.[CH3:39][S:40](Cl)(=[O:42])=[O:41].Cl. Product: [CH:17]1([C:14]2[N:15]=[C:16]3[C:8]([C:6]([NH:5][CH2:4][C:3]([CH3:29])([CH3:28])[CH2:2][O:1][S:40]([CH3:39])(=[O:42])=[O:41])=[O:7])=[CH:9][N:10]([CH2:20][O:21][CH2:22][CH2:23][Si:24]([CH3:26])([CH3:25])[CH3:27])[C:11]3=[N:12][CH:13]=2)[CH2:19][CH2:18]1. The catalyst class is: 124. (5) Reactant: [OH:1][CH:2]1[CH2:5][N:4]([C:6]2[S:7][CH:8]=[C:9]([C:11]([N:13]3[CH2:17][CH2:16][CH2:15][CH2:14]3)=[O:12])[N:10]=2)[CH2:3]1.[CH3:18][S:19](Cl)(=[O:21])=[O:20].C(N(CC)CC)C. Product: [CH3:18][S:19]([O:1][CH:2]1[CH2:5][N:4]([C:6]2[S:7][CH:8]=[C:9]([C:11]([N:13]3[CH2:14][CH2:15][CH2:16][CH2:17]3)=[O:12])[N:10]=2)[CH2:3]1)(=[O:21])=[O:20]. The catalyst class is: 2. (6) Reactant: [CH3:1][NH:2][CH3:3].C(=O)([O-])[O-].[Na+].[Na+].[Br:10][CH2:11][CH2:12][C:13]([C:23]1[CH:28]=[CH:27][CH:26]=[CH:25][CH:24]=1)([C:17]1[CH:22]=[CH:21][CH:20]=[CH:19][CH:18]=1)[C:14](Cl)=[O:15]. Product: [Br-:10].[CH3:1][N+:2]([CH3:3])=[C:14]1[C:13]([C:23]2[CH:28]=[CH:27][CH:26]=[CH:25][CH:24]=2)([C:17]2[CH:22]=[CH:21][CH:20]=[CH:19][CH:18]=2)[CH2:12][CH2:11][O:15]1. The catalyst class is: 226.